The task is: Predict the reactants needed to synthesize the given product.. This data is from Full USPTO retrosynthesis dataset with 1.9M reactions from patents (1976-2016). (1) Given the product [C:13]([C:12]1[S:11][C:2]2[CH:9]=[CH:8][CH:7]=[C:6]([I:10])[C:3]=2[CH:4]=1)(=[O:15])[CH3:14], predict the reactants needed to synthesize it. The reactants are: F[C:2]1[CH:9]=[CH:8][CH:7]=[C:6]([I:10])[C:3]=1[CH:4]=O.[SH:11][CH2:12][C:13](=[O:15])[CH3:14].CCN(CC)CC.O. (2) Given the product [F:1][C:2]1[CH:3]=[N:4][C:5]([NH:11][C:12]2[S:16][N:15]=[C:14]([CH3:17])[CH:13]=2)=[C:6]([CH:10]=1)[C:7]([NH:23][C:19]([CH3:20])([C:21]#[CH:22])[CH3:18])=[O:9], predict the reactants needed to synthesize it. The reactants are: [F:1][C:2]1[CH:3]=[N:4][C:5]([NH:11][C:12]2[S:16][N:15]=[C:14]([CH3:17])[CH:13]=2)=[C:6]([CH:10]=1)[C:7]([OH:9])=O.[CH3:18][C:19]([NH2:23])([C:21]#[CH:22])[CH3:20].C1C=CC2N(O)N=NC=2C=1.CCN=C=NCCCN(C)C.CCN(C(C)C)C(C)C. (3) Given the product [CH3:1][CH:2]1[C:10]2[C:5](=[CH:6][CH:7]=[CH:8][CH:9]=2)[C:4](=[N:13][OH:14])[CH2:3]1, predict the reactants needed to synthesize it. The reactants are: [CH3:1][CH:2]1[C:10]2[C:5](=[CH:6][CH:7]=[CH:8][CH:9]=2)[C:4](=O)[CH2:3]1.Cl.[NH2:13][OH:14].[OH-].[Na+]. (4) Given the product [CH:32]1([CH2:31][O:28][C:5]2[CH:6]=[C:7]([C:10]3[O:11][CH:12]=[C:13]([CH2:15][NH:16][C:17](=[O:27])[C:18]4[CH:23]=[CH:22][CH:21]=[CH:20][C:19]=4[O:24][CH2:25][CH3:26])[N:14]=3)[CH:8]=[CH:9][C:4]=2[O:3][CH:2]([F:1])[F:29])[CH2:35][CH2:34][CH2:33]1, predict the reactants needed to synthesize it. The reactants are: [F:1][CH:2]([F:29])[O:3][C:4]1[CH:9]=[CH:8][C:7]([C:10]2[O:11][CH:12]=[C:13]([CH2:15][NH:16][C:17](=[O:27])[C:18]3[CH:23]=[CH:22][CH:21]=[CH:20][C:19]=3[O:24][CH2:25][CH3:26])[N:14]=2)=[CH:6][C:5]=1[OH:28].Br[CH2:31][CH:32]1[CH2:35][CH2:34][CH2:33]1. (5) Given the product [C:6]1([S:12]([C:15]2[CH:4]=[CH:3][CH:2]=[CH:1][N:16]=2)(=[O:13])=[O:14])[CH:7]=[CH:8][CH:9]=[CH:10][CH:11]=1, predict the reactants needed to synthesize it. The reactants are: [CH:1](=O)/[CH:2]=[CH:3]/[CH3:4].[C:6]1([S:12]([C:15]#[N:16])(=[O:14])=[O:13])[CH:11]=[CH:10][CH:9]=[CH:8][CH:7]=1. (6) Given the product [C:1]([C:4]1[CH:5]=[C:6]2[C:11](=[O:12])[N:15]([CH2:16][CH2:17][C:18]([OH:20])=[O:19])[C:8](=[O:10])[C:7]2=[CH:13][CH:14]=1)([OH:3])=[O:2], predict the reactants needed to synthesize it. The reactants are: [C:1]([C:4]1[CH:5]=[C:6]2[C:11](=[O:12])[O:10][C:8](=O)[C:7]2=[CH:13][CH:14]=1)([OH:3])=[O:2].[NH2:15][CH2:16][CH2:17][C:18]([OH:20])=[O:19]. (7) Given the product [CH2:22]([O:26][CH2:27][CH2:28][O:29][C:30]1[CH:31]=[CH:32][C:33]([C:2]2[CH:3]=[CH:4][C:5]([N:16]3[CH2:21][CH2:20][CH2:19][CH2:18][CH2:17]3)=[C:6](/[CH:8]=[C:9](\[CH3:15])/[C:10]([O:12][CH2:13][CH3:14])=[O:11])[CH:7]=2)=[CH:34][CH:35]=1)[CH2:23][CH2:24][CH3:25], predict the reactants needed to synthesize it. The reactants are: Br[C:2]1[CH:3]=[CH:4][C:5]([N:16]2[CH2:21][CH2:20][CH2:19][CH2:18][CH2:17]2)=[C:6](/[CH:8]=[C:9](\[CH3:15])/[C:10]([O:12][CH2:13][CH3:14])=[O:11])[CH:7]=1.[CH2:22]([O:26][CH2:27][CH2:28][O:29][C:30]1[CH:35]=[CH:34][C:33](OB(O)O)=[CH:32][CH:31]=1)[CH2:23][CH2:24][CH3:25].C(=O)([O-])[O-].[K+].[K+].